Dataset: Reaction yield outcomes from USPTO patents with 853,638 reactions. Task: Predict the reaction yield, written as a fraction of the theoretical maximum amount of product (1.0 means a 100% yield; for example, 0.34 means a 34% yield). The reactants are Br[CH2:2][C:3]1[O:4][C:5]2[CH:11]=[CH:10][CH:9]=[CH:8][C:6]=2[CH:7]=1.[CH3:12][C:13]1([CH3:27])[C:17]([CH3:19])([CH3:18])[O:16][B:15]([C:20]2[CH:25]=[CH:24][C:23]([OH:26])=[CH:22][CH:21]=2)[O:14]1.C(=O)([O-])[O-].[K+].[K+]. The catalyst is C(#N)C. The product is [CH3:18][C:17]1([CH3:19])[C:13]([CH3:12])([CH3:27])[O:14][B:15]([C:20]2[CH:25]=[CH:24][C:23]([O:26][CH2:2][C:3]3[O:4][C:5]4[CH:11]=[CH:10][CH:9]=[CH:8][C:6]=4[CH:7]=3)=[CH:22][CH:21]=2)[O:16]1. The yield is 0.630.